This data is from Retrosynthesis with 50K atom-mapped reactions and 10 reaction types from USPTO. The task is: Predict the reactants needed to synthesize the given product. (1) The reactants are: CCCC(=O)Cl.Nc1n[nH]c2cc(C(F)(F)F)ccc12. Given the product CCCC(=O)Nc1n[nH]c2cc(C(F)(F)F)ccc12, predict the reactants needed to synthesize it. (2) Given the product CN1C=CC(NS(=O)(=O)c2ccccc2)=c2ccc3c4c([nH]c(=O)c-4c21)=CCN3c1ccc(F)cc1, predict the reactants needed to synthesize it. The reactants are: CN1C=CC(N)=c2ccc3c4c([nH]c(=O)c-4c21)=CCN3c1ccc(F)cc1.O=S(=O)(Cl)c1ccccc1. (3) Given the product CN(c1ccc(C(=O)NCC2CN(c3ccccc3)CCN2Cc2ccccc2)cc1)S(C)(=O)=O, predict the reactants needed to synthesize it. The reactants are: COC(=O)c1ccc(N(C)S(C)(=O)=O)cc1.NCC1CN(c2ccccc2)CCN1Cc1ccccc1. (4) Given the product CC(=O)N(Cc1cc(C(F)(F)F)cc(C(F)(F)F)c1)C1CCCN(C(=O)OC(C)C)c2c1ccc(Cl)c2C, predict the reactants needed to synthesize it. The reactants are: CC(=O)Cl.Cc1c(Cl)ccc2c1N(C(=O)OC(C)C)CCCC2NCc1cc(C(F)(F)F)cc(C(F)(F)F)c1.